This data is from Forward reaction prediction with 1.9M reactions from USPTO patents (1976-2016). The task is: Predict the product of the given reaction. (1) The product is: [OH:5][CH:6]([CH2:21][N:22]1[CH2:27][CH2:26][CH2:25][CH2:24][CH2:23]1)[CH2:7][NH:8][S:9]([C:12]1[CH:13]=[CH:14][C:15]([NH2:18])=[CH:16][CH:17]=1)(=[O:10])=[O:11]. Given the reactants C([O-])=O.[NH4+].[OH:5][CH:6]([CH2:21][N:22]1[CH2:27][CH2:26][CH2:25][CH2:24][CH2:23]1)[CH2:7][NH:8][S:9]([C:12]1[CH:17]=[CH:16][C:15]([N+:18]([O-])=O)=[CH:14][CH:13]=1)(=[O:11])=[O:10], predict the reaction product. (2) Given the reactants [CH3:1][O:2][C:3]([C:5]1[CH:13]=[C:12]2[C:8]([C:9]([CH2:14][NH:15][C:16]3[CH:21]=[CH:20][C:19]([N:22]4[CH2:27][CH2:26][O:25][CH2:24][CH2:23]4)=[CH:18][CH:17]=3)=[CH:10][NH:11]2)=[CH:7][CH:6]=1)=[O:4].C1COCC1.[O:33](C(OC(C)(C)C)=O)[C:34]([O:36][C:37]([CH3:40])([CH3:39])[CH3:38])=O, predict the reaction product. The product is: [CH3:1][O:2][C:3]([C:5]1[CH:13]=[C:12]2[C:8]([C:9]([CH2:14][N:15]([C:34]([O:36][C:37]([CH3:40])([CH3:39])[CH3:38])=[O:33])[C:16]3[CH:17]=[CH:18][C:19]([N:22]4[CH2:27][CH2:26][O:25][CH2:24][CH2:23]4)=[CH:20][CH:21]=3)=[CH:10][NH:11]2)=[CH:7][CH:6]=1)=[O:4]. (3) The product is: [ClH:1].[ClH:1].[C:38]([NH:42][C:20]([NH:19][C:17]1[CH:18]=[C:13]([C:12]2[CH:11]=[C:10]([O:30][CH:31]3[CH2:32][CH2:33][N:34]([CH3:37])[CH2:35][CH2:36]3)[N:9]=[N:8][C:7]=2[CH2:3][CH2:4][CH2:5][CH3:6])[CH:14]=[CH:15][C:16]=1[O:23][CH:24]1[CH2:29][CH2:28][CH2:27][CH2:26][CH2:25]1)=[O:22])([CH3:41])([CH3:40])[CH3:39]. Given the reactants [ClH:1].Cl.[CH2:3]([C:7]1[N:8]=[N:9][C:10]([O:30][CH:31]2[CH2:36][CH2:35][N:34]([CH3:37])[CH2:33][CH2:32]2)=[CH:11][C:12]=1[C:13]1[CH:14]=[CH:15][C:16]([O:23][CH:24]2[CH2:29][CH2:28][CH2:27][CH2:26][CH2:25]2)=[C:17]([NH:19][C:20](=[O:22])C)[CH:18]=1)[CH2:4][CH2:5][CH3:6].[C:38]([N:42]=C=O)([CH3:41])([CH3:40])[CH3:39].Cl, predict the reaction product. (4) The product is: [Cl:1][C:2]1[CH:3]=[N+:4]([O-:8])[CH:5]=[CH:6][C:7]=1[N+:9]([O-:11])=[O:10]. Given the reactants [Cl:1][C:2]1[CH:3]=[N+:4]([O-:8])[CH:5]=[CH:6][CH:7]=1.[N+:9]([O-])([OH:11])=[O:10], predict the reaction product. (5) Given the reactants [CH3:1][C:2]([NH2:10])([C:4]1[CH:9]=[CH:8][CH:7]=[CH:6][N:5]=1)[CH3:3].[CH3:11][C:12]1[C:13]([CH:19]=O)=[N:14][CH:15]=[C:16]([CH3:18])[CH:17]=1.[BH-](OC(C)=O)(OC(C)=O)OC(C)=O.[Na+], predict the reaction product. The product is: [CH3:11][C:12]1[C:13]([CH2:19][NH:10][C:2]([CH3:3])([C:4]2[CH:9]=[CH:8][CH:7]=[CH:6][N:5]=2)[CH3:1])=[N:14][CH:15]=[C:16]([CH3:18])[CH:17]=1. (6) Given the reactants C([N:8]1[CH2:13][CH:12]=[C:11]([C:14]2[C:15](=[O:24])[NH:16][C:17]3[C:22]([CH:23]=2)=[CH:21][CH:20]=[CH:19][CH:18]=3)[CH2:10][CH2:9]1)C1C=CC=CC=1.[H][H], predict the reaction product. The product is: [NH:8]1[CH2:9][CH2:10][CH:11]([C:14]2[C:15](=[O:24])[NH:16][C:17]3[C:22]([CH:23]=2)=[CH:21][CH:20]=[CH:19][CH:18]=3)[CH2:12][CH2:13]1. (7) Given the reactants F[C:2]1[CH:7]=[CH:6][C:5]([C:8]2[CH2:12][C:11]([C:17]3[CH:22]=[C:21]([Cl:23])[CH:20]=[C:19]([Cl:24])[CH:18]=3)([C:13]([F:16])([F:15])[F:14])[O:10][N:9]=2)=[CH:4][C:3]=1[N+:25]([O-:27])=[O:26].[NH:28]1[CH:32]=[N:31][CH:30]=[N:29]1.C(=O)([O-])[O-].[K+].[K+].O, predict the reaction product. The product is: [Cl:24][C:19]1[CH:18]=[C:17]([C:11]2([C:13]([F:16])([F:15])[F:14])[O:10][N:9]=[C:8]([C:5]3[CH:6]=[CH:7][C:2]([N:28]4[CH:32]=[N:31][CH:30]=[N:29]4)=[C:3]([N+:25]([O-:27])=[O:26])[CH:4]=3)[CH2:12]2)[CH:22]=[C:21]([Cl:23])[CH:20]=1.